Dataset: Forward reaction prediction with 1.9M reactions from USPTO patents (1976-2016). Task: Predict the product of the given reaction. (1) Given the reactants Cl.Cl.[C:3]([C:7]1[CH:12]=[CH:11][CH:10]=[CH:9][C:8]=1[N:13]1[CH2:18][CH2:17][NH:16][CH2:15][CH2:14]1)([CH3:6])([CH3:5])[CH3:4].C(N(CC)CC)C.[C:26](Cl)(=[O:28])[CH3:27].C(=O)([O-])O.[Na+], predict the reaction product. The product is: [C:26]([N:16]1[CH2:17][CH2:18][N:13]([C:8]2[CH:9]=[CH:10][CH:11]=[CH:12][C:7]=2[C:3]([CH3:6])([CH3:4])[CH3:5])[CH2:14][CH2:15]1)(=[O:28])[CH3:27]. (2) Given the reactants [CH2:1]([O:3][C:4](=[O:39])[CH2:5][C:6]1[CH:7]=[C:8]([C:14]2[CH:19]=[CH:18][C:17]([C:20]([F:23])([F:22])[F:21])=[CH:16][C:15]=2[CH2:24][N:25]([CH2:37][CH3:38])[C:26](=[N:34][C:35]#[N:36])OC2C=CC=CC=2)[C:9]([O:12][CH3:13])=[CH:10][CH:11]=1)[CH3:2].[NH2:40][CH2:41][C:42]1[CH:47]=[CH:46][CH:45]=[CH:44][N:43]=1, predict the reaction product. The product is: [CH2:1]([O:3][C:4](=[O:39])[CH2:5][C:6]1[CH:7]=[C:8]([C:14]2[CH:19]=[CH:18][C:17]([C:20]([F:23])([F:21])[F:22])=[CH:16][C:15]=2[CH2:24][N:25]([CH2:37][CH3:38])[C:26]([NH:40][CH2:41][C:42]2[CH:47]=[CH:46][CH:45]=[CH:44][N:43]=2)=[N:34][C:35]#[N:36])[C:9]([O:12][CH3:13])=[CH:10][CH:11]=1)[CH3:2]. (3) Given the reactants [C:1]1([CH:8]=[CH:7][CH:6]=[C:4]([OH:5])[CH:3]=1)[OH:2].C([O-])([O-])=O.[K+].[K+].[CH2:15](Br)[C:16]#[CH:17].C(OCC)(=O)C, predict the reaction product. The product is: [CH2:17]([O:2][C:1]1[CH:8]=[CH:7][CH:6]=[C:4]([OH:5])[CH:3]=1)[C:16]#[CH:15]. (4) The product is: [C:1]([O:6][CH:14]1[CH2:11][CH2:10][CH2:8][O:9]1)(=[O:5])[C:2]([CH3:4])=[CH2:3]. Given the reactants [C:1]([OH:6])(=[O:5])[C:2]([CH3:4])=[CH2:3].C12(CS(O)(=O)=O)[C:14](C)(C)[CH:11](CC1)[CH2:10][C:8]2=[O:9], predict the reaction product.